Dataset: Catalyst prediction with 721,799 reactions and 888 catalyst types from USPTO. Task: Predict which catalyst facilitates the given reaction. Reactant: [O:1]=[C:2]1[NH:6][C:5](=[O:7])[CH:4]([CH2:8][C:9]2[CH:10]=[CH:11][C:12]([OH:19])=[C:13]([CH:18]=2)[C:14]([O:16][CH3:17])=[O:15])[S:3]1.C(=O)([O-])[O-].[Cs+].[Cs+].CS(O[CH2:31][CH2:32][N:33]1[C:37]2[CH:38]=[CH:39][CH:40]=[CH:41][C:36]=2[N:35]=[C:34]1[CH2:42][CH2:43][CH2:44][CH2:45][CH:46]1[CH2:51][CH2:50][CH2:49][CH2:48][CH2:47]1)(=O)=O.O. Product: [CH:46]1([CH2:45][CH2:44][CH2:43][CH2:42][C:34]2[N:33]([CH2:32][CH2:31][O:19][C:12]3[CH:11]=[CH:10][C:9]([CH2:8][CH:4]4[S:3][C:2](=[O:1])[NH:6][C:5]4=[O:7])=[CH:18][C:13]=3[C:14]([O:16][CH3:17])=[O:15])[C:37]3[CH:38]=[CH:39][CH:40]=[CH:41][C:36]=3[N:35]=2)[CH2:51][CH2:50][CH2:49][CH2:48][CH2:47]1. The catalyst class is: 3.